This data is from Full USPTO retrosynthesis dataset with 1.9M reactions from patents (1976-2016). The task is: Predict the reactants needed to synthesize the given product. (1) The reactants are: [O:1]1[CH2:5][CH2:4][CH:3]([NH2:6])[CH2:2]1.Cl[C:8]1[CH:13]=[C:12]([C:14]2[CH:19]=[CH:18][CH:17]=[C:16]([Cl:20])[C:15]=2[Cl:21])[N:11]=[C:10]([NH2:22])[N:9]=1. Given the product [Cl:21][C:15]1[C:16]([Cl:20])=[CH:17][CH:18]=[CH:19][C:14]=1[C:12]1[N:11]=[C:10]([NH2:22])[N:9]=[C:8]([NH:6][CH:3]2[CH2:4][CH2:5][O:1][CH2:2]2)[CH:13]=1, predict the reactants needed to synthesize it. (2) Given the product [F:17][C:4]1([B:23]([OH:26])[OH:24])[CH2:3][CH:2]=[CH:7][CH:6]=[C:5]1[C:8]1[CH:13]=[C:12]([F:14])[C:11]([F:15])=[C:10]([F:16])[CH:9]=1, predict the reactants needed to synthesize it. The reactants are: Br[C:2]1[CH:7]=[CH:6][C:5]([C:8]2[CH:13]=[C:12]([F:14])[C:11]([F:15])=[C:10]([F:16])[CH:9]=2)=[C:4]([F:17])[CH:3]=1.C([Li])CCC.[B:23](OC)([O:26]C)[O:24]C.Cl. (3) Given the product [CH:28]1([C:26]([C@H:22]2[C@H:21]([CH3:31])[CH2:20][C@H:19]3[C@H:18]4[C:9]([C@@H:8]([C:5]5[CH:4]=[CH:3][C:2]([C:38]6[N:43]=[CH:42][CH:41]=[CH:40][N:39]=6)=[CH:7][CH:6]=5)[CH2:25][C@:23]23[CH3:24])=[C:10]2[C:15](=[CH:14][C:13](=[O:32])[CH2:12][CH2:11]2)[CH2:16][CH2:17]4)=[O:27])[CH2:29][CH2:30]1, predict the reactants needed to synthesize it. The reactants are: Br[C:2]1[CH:7]=[CH:6][C:5]([C@H:8]2[CH2:25][C@@:23]3([CH3:24])[C@@H:19]([CH2:20][C@@H:21]([CH3:31])[C@@H:22]3[C:26]([CH:28]3[CH2:30][CH2:29]3)=[O:27])[C@H:18]3[C:9]2=[C:10]2[C:15]([CH2:16][CH2:17]3)=[CH:14][C:13](=[O:32])[CH2:12][CH2:11]2)=[CH:4][CH:3]=1.C([Sn](CCCC)(CCCC)[C:38]1[N:43]=[CH:42][CH:41]=[CH:40][N:39]=1)CCC. (4) Given the product [CH3:3][CH:2]([CH3:1])[CH2:4][C@H:5]([CH2:10][NH:11][C:26]([O:25][CH2:24][CH2:23][O:22][C:20](=[O:21])[CH:19]([CH3:18])[CH3:39])=[O:27])[CH2:6][C:7]([OH:9])=[O:8].[CH3:38][S:35]([C:32]1[CH:33]=[CH:34][C:29]([OH:28])=[CH:30][CH:31]=1)(=[O:36])=[O:37], predict the reactants needed to synthesize it. The reactants are: [CH3:1][CH:2]([CH2:4][C@H:5]([CH2:10][NH2:11])[CH2:6][C:7]([OH:9])=[O:8])[CH3:3].C(=O)([O-])[O-].[K+].[K+].[CH3:18][CH:19]([CH3:39])[C:20]([O:22][CH2:23][CH2:24][O:25][C:26]([O:28][C:29]1[CH:34]=[CH:33][C:32]([S:35]([CH3:38])(=[O:37])=[O:36])=[CH:31][CH:30]=1)=[O:27])=[O:21].S(=O)(=O)(O)O.